From a dataset of Full USPTO retrosynthesis dataset with 1.9M reactions from patents (1976-2016). Predict the reactants needed to synthesize the given product. (1) Given the product [CH2:1]([C:8]1[C:16]2[C:11](=[CH:12][C:13]([C:17]([NH:30][C:25]3[CH:24]=[C:23]([CH3:22])[CH:28]=[C:27]([CH3:29])[N:26]=3)=[O:18])=[CH:14][CH:15]=2)[N:10]([CH3:20])[C:9]=1[CH3:21])[C:2]1[CH:3]=[CH:4][CH:5]=[CH:6][CH:7]=1, predict the reactants needed to synthesize it. The reactants are: [CH2:1]([C:8]1[C:16]2[C:11](=[CH:12][C:13]([C:17](O)=[O:18])=[CH:14][CH:15]=2)[N:10]([CH3:20])[C:9]=1[CH3:21])[C:2]1[CH:7]=[CH:6][CH:5]=[CH:4][CH:3]=1.[CH3:22][C:23]1[CH:28]=[C:27]([CH3:29])[N:26]=[C:25]([NH2:30])[CH:24]=1.Cl.C(N=C=NCCCN(C)C)C.O.OC1C2N=NNC=2C=CC=1. (2) Given the product [CH2:19]([N:26]1[CH2:31][C:30]2[NH:1][C:2]([CH3:8])=[C:3]([C:4]([O:6][CH3:7])=[O:5])[CH:13]([C:12]3[CH:15]=[CH:16][C:17]([F:18])=[C:10]([Br:9])[CH:11]=3)[C:29]=2[C:28](=[O:33])[CH2:27]1)[C:20]1[CH:21]=[CH:22][CH:23]=[CH:24][CH:25]=1, predict the reactants needed to synthesize it. The reactants are: [NH2:1]/[C:2](/[CH3:8])=[CH:3]\[C:4]([O:6][CH3:7])=[O:5].[Br:9][C:10]1[CH:11]=[C:12]([CH:15]=[CH:16][C:17]=1[F:18])[CH:13]=O.[CH2:19]([N:26]1[CH2:31][C:30](=O)[CH2:29][C:28](=[O:33])[CH2:27]1)[C:20]1[CH:25]=[CH:24][CH:23]=[CH:22][CH:21]=1. (3) Given the product [I:19][C:6]1[NH:5][N:4]=[C:3]([C:7]([O:9][CH2:10][CH3:11])=[O:8])[C:2]=1[CH3:1], predict the reactants needed to synthesize it. The reactants are: [CH3:1][C:2]1[C:3]([C:7]([O:9][CH2:10][CH3:11])=[O:8])=[N:4][NH:5][CH:6]=1.C1C(=O)N([I:19])C(=O)C1. (4) Given the product [C:1]([O:5][C:6](=[O:21])[CH2:7][O:8][C:9]1[C:18]2[CH2:17][CH2:16][CH2:15][C:14](=[O:19])[C:13]=2[CH:12]=[C:11]([O:20][CH3:22])[CH:10]=1)([CH3:4])([CH3:2])[CH3:3], predict the reactants needed to synthesize it. The reactants are: [C:1]([O:5][C:6](=[O:21])[CH2:7][O:8][C:9]1[C:18]2[CH2:17][CH2:16][CH2:15][C:14](=[O:19])[C:13]=2[CH:12]=[C:11]([OH:20])[CH:10]=1)([CH3:4])([CH3:3])[CH3:2].[C:22](=O)([O-])[O-].[K+].[K+].IC.